Regression. Given a peptide amino acid sequence and an MHC pseudo amino acid sequence, predict their binding affinity value. This is MHC class II binding data. From a dataset of Peptide-MHC class II binding affinity with 134,281 pairs from IEDB. The peptide sequence is GELQIVDAIDAAFKI. The MHC is DRB3_0202 with pseudo-sequence DRB3_0202. The binding affinity (normalized) is 0.450.